From a dataset of Full USPTO retrosynthesis dataset with 1.9M reactions from patents (1976-2016). Predict the reactants needed to synthesize the given product. (1) The reactants are: C[O:2][C:3](=[O:31])[C:4]([CH3:30])([CH3:29])[CH2:5][NH:6][C:7]([C:9]1[N:10]=[C:11]([C:27]#[N:28])[C:12]2[C:17]([C:18]=1[OH:19])=[CH:16][C:15]([O:20][C:21]1[CH:26]=[CH:25][CH:24]=[CH:23][CH:22]=1)=[CH:14][CH:13]=2)=[O:8].[OH-].[Na+].Cl. Given the product [C:27]([C:11]1[C:12]2[C:17](=[CH:16][C:15]([O:20][C:21]3[CH:22]=[CH:23][CH:24]=[CH:25][CH:26]=3)=[CH:14][CH:13]=2)[C:18]([OH:19])=[C:9]([C:7]([NH:6][CH2:5][C:4]([CH3:30])([CH3:29])[C:3]([OH:31])=[O:2])=[O:8])[N:10]=1)#[N:28], predict the reactants needed to synthesize it. (2) Given the product [Cl:14][C:12]1[N:11]=[C:10]2[C:6]([N:7]=[CH:8][N:9]2[CH:15]2[CH2:19][CH2:18][CH2:17][CH2:16]2)=[C:5]([NH:4][CH2:3][CH2:2][NH:1][S:38]([C:35]2[CH:34]=[CH:33][C:32]([C:31]([F:30])([F:42])[F:43])=[CH:37][CH:36]=2)(=[O:40])=[O:39])[N:13]=1, predict the reactants needed to synthesize it. The reactants are: [NH2:1][CH2:2][CH2:3][NH:4][C:5]1[N:13]=[C:12]([Cl:14])[N:11]=[C:10]2[C:6]=1[N:7]=[CH:8][N:9]2[CH:15]1[CH2:19][CH2:18][CH2:17][CH2:16]1.C(Cl)Cl.C(N(CC)CC)C.[F:30][C:31]([F:43])([F:42])[C:32]1[CH:37]=[CH:36][C:35]([S:38](Cl)(=[O:40])=[O:39])=[CH:34][CH:33]=1. (3) Given the product [CH2:1]([O:8][C:9]([N:11]1[CH2:16][CH:15]=[N:14][C:13]2[CH2:17][NH:18][CH:19]([C:21]([O:23][C:25]([CH3:27])([CH3:26])[CH3:24])=[O:22])[CH2:20][C:12]1=2)=[O:10])[C:2]1[CH:7]=[CH:6][CH:5]=[CH:4][CH:3]=1, predict the reactants needed to synthesize it. The reactants are: [CH2:1]([O:8][C:9]([N:11]1[CH2:16][CH:15]=[N:14][C:13]2[CH2:17][NH:18][CH:19]([C:21]([OH:23])=[O:22])[CH2:20][C:12]1=2)=[O:10])[C:2]1[CH:7]=[CH:6][CH:5]=[CH:4][CH:3]=1.[CH2:24]=[C:25]([CH3:27])[CH3:26].S(=O)(=O)(O)O. (4) Given the product [CH2:30]([C:35]1[CH:60]=[CH:59][C:38]([C:39]([NH:41][C:42]2[CH:47]=[CH:46][C:45]([C:48]3[S:52][C:51]([CH2:53][CH2:54][C:55]([OH:57])=[O:56])=[N:50][CH:49]=3)=[CH:44][CH:43]=2)=[O:40])=[CH:37][CH:36]=1)[CH2:31][CH2:32][CH2:33][CH3:34], predict the reactants needed to synthesize it. The reactants are: C(C1C=CC(C(NC2C=CC(C3SC(CCC(O)=O)=NC=3)=CC=2)=O)=CC=1)(C)(C)C.[CH2:30]([C:35]1[CH:60]=[CH:59][C:38]([C:39]([NH:41][C:42]2[CH:47]=[CH:46][C:45]([C:48]3[S:52][C:51]([CH2:53][CH2:54][C:55]([O:57]C)=[O:56])=[N:50][CH:49]=3)=[CH:44][CH:43]=2)=[O:40])=[CH:37][CH:36]=1)[CH2:31][CH2:32][CH2:33][CH3:34]. (5) Given the product [CH3:1][O:2][C:3]1[CH:4]=[CH:5][C:6]([CH:25]=[C:31]2[S:27][C:28](=[O:33])[NH:29][C:30]2=[O:32])=[C:7]2[C:12]=1[N:11]([CH2:13][C:14]1[CH:19]=[CH:18][C:17]([C:20]([O:22][CH3:23])=[O:21])=[CH:16][CH:15]=1)[C:10](=[O:24])[CH2:9][CH2:8]2, predict the reactants needed to synthesize it. The reactants are: [CH3:1][O:2][C:3]1[C:12]2[N:11]([CH2:13][C:14]3[CH:19]=[CH:18][C:17]([C:20]([O:22][CH3:23])=[O:21])=[CH:16][CH:15]=3)[C:10](=[O:24])[CH2:9][CH2:8][C:7]=2[C:6]([CH:25]=O)=[CH:5][CH:4]=1.[S:27]1[CH2:31][C:30](=[O:32])[NH:29][C:28]1=[O:33].